This data is from Peptide-MHC class II binding affinity with 134,281 pairs from IEDB. The task is: Regression. Given a peptide amino acid sequence and an MHC pseudo amino acid sequence, predict their binding affinity value. This is MHC class II binding data. (1) The peptide sequence is PWMQVPLEVKREACP. The MHC is HLA-DQA10303-DQB10402 with pseudo-sequence HLA-DQA10303-DQB10402. The binding affinity (normalized) is 0.321. (2) The peptide sequence is YDKFLANVSTVLTGY. The MHC is DRB1_1602 with pseudo-sequence DRB1_1602. The binding affinity (normalized) is 0.205. (3) The MHC is DRB1_0405 with pseudo-sequence DRB1_0405. The peptide sequence is YDKFLANVSTVLTGE. The binding affinity (normalized) is 0.704. (4) The peptide sequence is TEEQKLIEKINAGFK. The MHC is HLA-DPA10201-DPB10501 with pseudo-sequence HLA-DPA10201-DPB10501. The binding affinity (normalized) is 0.653. (5) The peptide sequence is LSLAVSSAVPTSWVP. The MHC is HLA-DQA10501-DQB10302 with pseudo-sequence HLA-DQA10501-DQB10302. The binding affinity (normalized) is 0.465. (6) The MHC is DRB3_0101 with pseudo-sequence DRB3_0101. The binding affinity (normalized) is 0.329. The peptide sequence is LYKGVYELQTLELNM.